The task is: Predict the reactants needed to synthesize the given product.. This data is from Full USPTO retrosynthesis dataset with 1.9M reactions from patents (1976-2016). (1) Given the product [F:23][C:2]([F:1])([F:22])[C:3]1[CH:17]=[C:16]([C:18]([F:21])([F:20])[F:19])[CH:15]=[CH:14][C:4]=1[CH2:5][N:6]1[CH2:11][CH2:10][CH:9](/[CH:12]=[C:36]2/[C:32]([NH:31][CH2:30][CH2:29][O:28][CH2:27][CH2:26][O:25][CH3:24])=[N:33][C:34](=[O:37])[S:35]/2)[CH2:8][CH2:7]1, predict the reactants needed to synthesize it. The reactants are: [F:1][C:2]([F:23])([F:22])[C:3]1[CH:17]=[C:16]([C:18]([F:21])([F:20])[F:19])[CH:15]=[CH:14][C:4]=1[CH2:5][N:6]1[CH2:11][CH2:10][CH:9]([CH:12]=O)[CH2:8][CH2:7]1.[CH3:24][O:25][CH2:26][CH2:27][O:28][CH2:29][CH2:30][NH:31][C:32]1[CH2:36][S:35][C:34](=[O:37])[N:33]=1.C([O-])(=O)C.[NH2+]1CCCCC1. (2) The reactants are: [Cl:1][C:2]1[C:11]([C:12]2[CH:17]=[CH:16][CH:15]=[CH:14][CH:13]=2)=[C:10]([Cl:18])[C:9]2[C:4](=[C:5]([CH3:28])[CH:6]=[C:7]([C:19]([C:21]3[CH:22]=[N:23][C:24]([CH3:27])=[CH:25][CH:26]=3)=[O:20])[CH:8]=2)[N:3]=1.Br[C:30]1[S:31][CH:32]=[CH:33][C:34]=1[CH3:35].[Li]CCCC. Given the product [Cl:1][C:2]1[C:11]([C:12]2[CH:13]=[CH:14][CH:15]=[CH:16][CH:17]=2)=[C:10]([Cl:18])[C:9]2[C:4](=[C:5]([CH3:28])[CH:6]=[C:7]([C:19]([C:21]3[CH:22]=[N:23][C:24]([CH3:27])=[CH:25][CH:26]=3)([C:30]3[S:31][CH:32]=[CH:33][C:34]=3[CH3:35])[OH:20])[CH:8]=2)[N:3]=1, predict the reactants needed to synthesize it. (3) Given the product [OH:26][CH2:25][C:2]([CH3:33])([CH3:1])[CH2:3][CH2:4][CH2:5][CH2:6][NH:7][C:8](=[O:24])[CH2:9][CH2:10][CH2:11][CH2:12][C:13]([CH3:22])([CH3:23])[CH2:14][OH:15], predict the reactants needed to synthesize it. The reactants are: [CH3:1][C:2]([CH3:33])([CH2:25][O:26]C1CCCCO1)[CH2:3][CH2:4][CH2:5][CH2:6][NH:7][C:8](=[O:24])[CH2:9][CH2:10][CH2:11][CH2:12][C:13]([CH3:23])([CH3:22])[CH2:14][O:15]C1CCCCO1.Cl. (4) Given the product [C:42]([O:16][CH2:15][CH:14]([Cl:17])[C:13]([O:12][CH2:11][CH2:10][C:9]([F:41])([F:8])[C:19]([F:39])([F:40])[C:20]([F:37])([F:38])[C:21]([F:36])([F:35])[C:22]([F:33])([F:34])[C:23]([F:31])([F:32])[C:24]([F:29])([F:30])[C:25]([F:27])([F:28])[F:26])=[O:18])(=[O:45])[CH:43]=[CH2:44], predict the reactants needed to synthesize it. The reactants are: C(N(CC)CC)C.[F:8][C:9]([F:41])([C:19]([F:40])([F:39])[C:20]([F:38])([F:37])[C:21]([F:36])([F:35])[C:22]([F:34])([F:33])[C:23]([F:32])([F:31])[C:24]([F:30])([F:29])[C:25]([F:28])([F:27])[F:26])[CH2:10][CH2:11][O:12][C:13](=[O:18])[CH:14]([Cl:17])[CH2:15][OH:16].[C:42](Cl)(=[O:45])[CH:43]=[CH2:44].C([O-])(O)=O.[Na+]. (5) Given the product [CH2:20]([N:12]1[C:13]2[C:18](=[CH:17][C:16]([CH3:19])=[CH:15][CH:14]=2)[C:10]([OH:9])([CH2:23][C:24]2[CH:29]=[C:28]([O:30][CH3:31])[C:27]([O:32][CH3:33])=[C:26]([O:34][CH3:35])[CH:25]=2)[C:11]1=[O:22])[CH3:21], predict the reactants needed to synthesize it. The reactants are: C([O:9][C:10]1([CH2:23][C:24]2[CH:29]=[C:28]([O:30][CH3:31])[C:27]([O:32][CH3:33])=[C:26]([O:34][CH3:35])[CH:25]=2)[C:18]2[C:13](=[CH:14][CH:15]=[C:16]([CH3:19])[CH:17]=2)[N:12]([CH2:20][CH3:21])[C:11]1=[O:22])(=O)C1C=CC=CC=1.O.[OH-].[K+].C(O)(=O)C. (6) Given the product [N:37]12[CH2:38][CH2:39][CH:40]([CH2:41][CH2:42]1)[CH:35]([NH:34][C:32]([C:28]1[CH:27]=[C:26]([N:16]3[C:17]4[N:24]=[CH:23][C:22]([F:25])=[CH:21][C:18]=4[C:19](=[O:20])[N:14]([C@@H:11]4[CH2:10][CH2:9][C@H:8]([NH:7][C:6]([C:60]5[N:61]=[C:56]6[CH:55]=[CH:54][C:53]([F:52])=[CH:58][N:57]6[CH:59]=5)=[O:5])[CH2:13][CH2:12]4)[C:15]3=[O:43])[CH:31]=[CH:30][CH:29]=1)=[O:33])[CH2:36]2, predict the reactants needed to synthesize it. The reactants are: C([O:5][C:6](=O)[NH:7][C@H:8]1[CH2:13][CH2:12][C@@H:11]([N:14]2[C:19](=[O:20])[C:18]3[CH:21]=[C:22]([F:25])[CH:23]=[N:24][C:17]=3[N:16]([C:26]3[CH:31]=[CH:30][CH:29]=[C:28]([C:32]([NH:34][CH:35]4[CH:40]5[CH2:41][CH2:42][N:37]([CH2:38][CH2:39]5)[CH2:36]4)=[O:33])[CH:27]=3)[C:15]2=[O:43])[CH2:10][CH2:9]1)(C)(C)C.Cl.O1CCOCC1.[F:52][C:53]1[CH:54]=[CH:55][C:56]2[N:57]([CH:59]=[C:60](C(O)=O)[N:61]=2)[CH:58]=1.C(N(CC)C(C)C)(C)C. (7) Given the product [Si:1]([O:8][CH2:9][CH2:10][C:11]1[CH:18]=[CH:17][C:14]([CH2:15][N:22]2[CH2:21][CH2:20][N:19]([C:25]([O:27][C:28]([CH3:31])([CH3:30])[CH3:29])=[O:26])[CH2:24][CH2:23]2)=[CH:13][CH:12]=1)([C:4]([CH3:7])([CH3:6])[CH3:5])([CH3:3])[CH3:2], predict the reactants needed to synthesize it. The reactants are: [Si:1]([O:8][CH2:9][CH2:10][C:11]1[CH:18]=[CH:17][C:14]([CH:15]=O)=[CH:13][CH:12]=1)([C:4]([CH3:7])([CH3:6])[CH3:5])([CH3:3])[CH3:2].[N:19]1([C:25]([O:27][C:28]([CH3:31])([CH3:30])[CH3:29])=[O:26])[CH2:24][CH2:23][NH:22][CH2:21][CH2:20]1.[BH-](OC(C)=O)(OC(C)=O)OC(C)=O.[Na+].C([O-])(O)=O.[Na+].